Dataset: Catalyst prediction with 721,799 reactions and 888 catalyst types from USPTO. Task: Predict which catalyst facilitates the given reaction. Reactant: Cl[C:2]1[CH:3]=[CH:4][C:5]2[CH2:11][CH2:10][NH:9][CH2:8][CH2:7][C:6]=2[N:12]=1.C(N(CC)CC)C.[H][H]. Product: [N:12]1[C:6]2[CH2:7][CH2:8][NH:9][CH2:10][CH2:11][C:5]=2[CH:4]=[CH:3][CH:2]=1. The catalyst class is: 43.